Dataset: Full USPTO retrosynthesis dataset with 1.9M reactions from patents (1976-2016). Task: Predict the reactants needed to synthesize the given product. (1) Given the product [OH:3][CH2:4][CH2:5][CH:6]([C:13]1[CH:21]=[C:20]2[C:16]([C:17]([C:22]#[N:23])=[CH:18][NH:19]2)=[CH:15][CH:14]=1)[C:7]1[CH:12]=[CH:11][CH:10]=[CH:9][N:8]=1, predict the reactants needed to synthesize it. The reactants are: C([O:3][C:4](=O)[CH2:5][CH:6]([C:13]1[CH:21]=[C:20]2[C:16]([C:17]([C:22]#[N:23])=[CH:18][NH:19]2)=[CH:15][CH:14]=1)[C:7]1[CH:12]=[CH:11][CH:10]=[CH:9][N:8]=1)C.OCCC(C1C=CC=C2C=1C(C#N)=CN2)C1C=CC=CC=1. (2) Given the product [CH:3]12[O:21][CH:4]1[CH2:5][N:1]([C:6]([O:8][CH2:9][C:10]1[CH:15]=[CH:14][CH:13]=[CH:12][CH:11]=1)=[O:7])[CH2:2]2, predict the reactants needed to synthesize it. The reactants are: [N:1]1([C:6]([O:8][CH2:9][C:10]2[CH:15]=[CH:14][CH:13]=[CH:12][CH:11]=2)=[O:7])[CH2:5][CH:4]=[CH:3][CH2:2]1.ClC1C=C(C=CC=1)C(OO)=[O:21]. (3) Given the product [F:1][C:2]1[CH:7]=[CH:6][C:5]([O:8][CH3:9])=[CH:4][C:3]=1[C:10]1[CH:15]=[CH:14][C:13]([C:16]([O:18][CH3:19])=[O:17])=[CH:12][C:11]=1[B:30]1[O:31][C:32]([CH3:34])([CH3:33])[C:28]([CH3:35])([CH3:27])[O:29]1, predict the reactants needed to synthesize it. The reactants are: [F:1][C:2]1[CH:7]=[CH:6][C:5]([O:8][CH3:9])=[CH:4][C:3]=1[C:10]1[CH:15]=[CH:14][C:13]([C:16]([O:18][CH3:19])=[O:17])=[CH:12][C:11]=1I.O1CCOCC1.[CH3:27][C:28]1([CH3:35])[C:32]([CH3:34])([CH3:33])[O:31][BH:30][O:29]1. (4) Given the product [C:14]([C:12]1[CH:13]=[C:9]([C:7]2[NH:6][C:5]3[CH:19]=[CH:20][C:2]([C:24]4[CH:25]=[CH:26][CH:27]=[CH:28][C:23]=4[C:22]([F:33])([F:32])[F:21])=[CH:3][C:4]=3[N:8]=2)[N:10]([CH3:18])[N:11]=1)([CH3:17])([CH3:16])[CH3:15], predict the reactants needed to synthesize it. The reactants are: Br[C:2]1[CH:20]=[CH:19][C:5]2[NH:6][C:7]([C:9]3[N:10]([CH3:18])[N:11]=[C:12]([C:14]([CH3:17])([CH3:16])[CH3:15])[CH:13]=3)=[N:8][C:4]=2[CH:3]=1.[F:21][C:22]([F:33])([F:32])[C:23]1[CH:28]=[CH:27][CH:26]=[CH:25][C:24]=1B(O)O.C(Cl)Cl.C([O-])([O-])=O.[Na+].[Na+]. (5) Given the product [C:7]([O:15][CH2:17][CH2:18][CH2:19][C:20]1[CH:29]=[CH:28][C:23]2[NH:24][C:25](=[O:27])[S:26][C:22]=2[CH:21]=1)(=[O:14])[C:8]1[CH:13]=[CH:12][CH:11]=[CH:10][CH:9]=1, predict the reactants needed to synthesize it. The reactants are: C([O-])([O-])=O.[K+].[K+].[C:7]([OH:15])(=[O:14])[C:8]1[CH:13]=[CH:12][CH:11]=[CH:10][CH:9]=1.Cl[CH2:17][CH2:18][CH2:19][C:20]1[CH:29]=[CH:28][C:23]2[NH:24][C:25](=[O:27])[S:26][C:22]=2[CH:21]=1.Cl. (6) The reactants are: CC(P(C(C)(C)C)[C:6]1[C:11]([C:6]2[CH:11]=[CH:10][CH:9]=[CH:8][CH:7]=2)=[CH:10][CH:9]=[CH:8][CH:7]=1)(C)C.[C:22]1([CH3:36])[CH:27]=[CH:26][C:25]([C:28]#[C:29][P:30](=[O:35])([OH:34])[O:31][CH2:32][CH3:33])=[CH:24][CH:23]=1.C#CCCCC. Given the product [CH2:32]([O:31][P:30]1(=[O:34])[CH:29]=[C:28]([C:25]2[CH:24]=[CH:23][C:22]([CH3:36])=[CH:27][CH:26]=2)[CH:11]=[C:6]([CH2:7][CH2:8][CH2:9][CH3:10])[O:35]1)[CH3:33], predict the reactants needed to synthesize it.